Dataset: Reaction yield outcomes from USPTO patents with 853,638 reactions. Task: Predict the reaction yield, written as a fraction of the theoretical maximum amount of product (1.0 means a 100% yield; for example, 0.34 means a 34% yield). The reactants are [C:1]([NH:4][C:5]1[CH:10]=[C:9]([C:11]2[N:12](COCC[Si](C)(C)C)[C:13]([C:24]([O:26][CH3:27])=[O:25])=[C:14]([C:16]3[CH:21]=[CH:20][C:19]([Cl:22])=[CH:18][C:17]=3[Cl:23])[N:15]=2)[CH:8]=[CH:7][N:6]=1)(=[O:3])[CH3:2].C1C(=O)N([Br:43])C(=O)C1. The catalyst is CN(C=O)C.C([O-])(O)=O.[Na+]. The product is [C:1]([NH:4][C:5]1[CH:10]=[C:9]([C:11]2[NH:12][C:13]([C:24]([O:26][CH3:27])=[O:25])=[C:14]([C:16]3[CH:21]=[CH:20][C:19]([Cl:22])=[CH:18][C:17]=3[Cl:23])[N:15]=2)[C:8]([Br:43])=[CH:7][N:6]=1)(=[O:3])[CH3:2]. The yield is 0.870.